This data is from Forward reaction prediction with 1.9M reactions from USPTO patents (1976-2016). The task is: Predict the product of the given reaction. (1) Given the reactants [CH3:1][C:2]1[CH:7]=[C:6]([CH3:8])[CH:5]=[CH:4][C:3]=1[N:9]1[CH2:14][CH2:13][N:12]([CH2:15][CH2:16][NH2:17])[CH2:11][CH2:10]1.[CH2:18]([C:22]1[N:26]([C:27]2[CH:32]=[CH:31][CH:30]=[CH:29][CH:28]=2)[N:25]=[C:24]([CH:33]=O)[CH:23]=1)[CH:19]([CH3:21])[CH3:20], predict the reaction product. The product is: [CH2:18]([C:22]1[N:26]([C:27]2[CH:32]=[CH:31][CH:30]=[CH:29][CH:28]=2)[N:25]=[C:24]([CH2:33][NH:17][CH2:16][CH2:15][N:12]2[CH2:13][CH2:14][N:9]([C:3]3[CH:4]=[CH:5][C:6]([CH3:8])=[CH:7][C:2]=3[CH3:1])[CH2:10][CH2:11]2)[CH:23]=1)[CH:19]([CH3:21])[CH3:20]. (2) Given the reactants [Cl:1][C:2]1[CH:10]=[C:9]2[C:5]([C:6]([CH:11]=[O:12])=[CH:7][NH:8]2)=[CH:4][C:3]=1[C:13]1[CH:14]=[N:15][C:16]([N:19]2[CH2:24][CH2:23][O:22][CH2:21][CH2:20]2)=[N:17][CH:18]=1.CC(=CC)C.Cl([O-])=[O:31].[Na+].O.O.OP([O-])(O)=O.[Na+], predict the reaction product. The product is: [Cl:1][C:2]1[CH:10]=[C:9]2[C:5]([C:6]([C:11]([OH:31])=[O:12])=[CH:7][NH:8]2)=[CH:4][C:3]=1[C:13]1[CH:14]=[N:15][C:16]([N:19]2[CH2:24][CH2:23][O:22][CH2:21][CH2:20]2)=[N:17][CH:18]=1. (3) Given the reactants [O:1]1[C:6]2[CH:7]=[CH:8][CH:9]=[CH:10][C:5]=2[O:4][CH2:3][CH2:2]1.[Cl:11][CH2:12][CH2:13][CH2:14][CH2:15][C:16](Cl)=[O:17], predict the reaction product. The product is: [Cl:11][CH2:12][CH2:13][CH2:14][CH2:15][C:16]([C:9]1[CH:8]=[CH:7][C:6]2[O:1][CH2:2][CH2:3][O:4][C:5]=2[CH:10]=1)=[O:17]. (4) Given the reactants [Cl:1][C:2]1[CH:7]=[CH:6][C:5]([C:8]2[C:14]3[CH:15]=[C:16]([O:19][CH3:20])[CH:17]=[CH:18][C:13]=3[N:12]3[C:21]([CH3:24])=[N:22][N:23]=[C:11]3[C@H:10]([CH2:25][C:26](O)=[O:27])[N:9]=2)=[CH:4][CH:3]=1.CN(C(ON1N=NC2C=CC=NC1=2)=[N+](C)C)C.F[P-](F)(F)(F)(F)F.CCN(C(C)C)C(C)C.[NH2:62][CH2:63][CH2:64][C:65]1[CH:70]=[CH:69][CH:68]=[C:67]([OH:71])[C:66]=1[OH:72], predict the reaction product. The product is: [Cl:1][C:2]1[CH:7]=[CH:6][C:5]([C:8]2[C:14]3[CH:15]=[C:16]([O:19][CH3:20])[CH:17]=[CH:18][C:13]=3[N:12]3[C:21]([CH3:24])=[N:22][N:23]=[C:11]3[C@H:10]([CH2:25][C:26]([NH:62][CH2:63][CH2:64][C:65]3[CH:70]=[CH:69][CH:68]=[C:67]([OH:71])[C:66]=3[OH:72])=[O:27])[N:9]=2)=[CH:4][CH:3]=1. (5) Given the reactants [C:1]([O:8][CH3:9])(=[O:7])[CH2:2][C:3]([O:5][CH3:6])=[O:4].[H-].[Na+].[C:12]([O:17][CH2:18][CH2:19][N:20]=[C:21]=[O:22])(=[O:16])[C:13]([CH3:15])=[CH2:14], predict the reaction product. The product is: [C:12]([O:17][CH2:18][CH2:19][NH:20][C:21]([CH:2]([C:1]([O:8][CH3:9])=[O:7])[C:3]([O:5][CH3:6])=[O:4])=[O:22])(=[O:16])[C:13]([CH3:15])=[CH2:14]. (6) Given the reactants [CH2:1]([Li])CCC.C(NC(C)C)(C)C.[N:13]1([C:24]([O:26][C:27]([CH3:30])([CH3:29])[CH3:28])=[O:25])[CH2:18][CH2:17][CH:16]([C:19]([O:21][CH2:22][CH3:23])=[O:20])[CH2:15][CH2:14]1.CI, predict the reaction product. The product is: [CH3:1][C:16]1([C:19]([O:21][CH2:22][CH3:23])=[O:20])[CH2:15][CH2:14][N:13]([C:24]([O:26][C:27]([CH3:29])([CH3:28])[CH3:30])=[O:25])[CH2:18][CH2:17]1. (7) Given the reactants [F:1][C:2]1([F:25])[CH2:7][CH2:6][N:5]([C:8]([C:10]2[N:11]=[C:12]([C:15]([N:17](C(=O)C(O)(C)C)[NH2:18])=[O:16])[S:13][CH:14]=2)=[O:9])[CH2:4][CH2:3]1.Br[C:27]1[C:36]2[O:35][CH2:34][CH2:33][CH2:32][C:31]=2[C:30]([S:37]([NH:40][C@@H:41]([CH3:46])[C:42]([F:45])([F:44])[F:43])(=[O:39])=[O:38])=[CH:29][CH:28]=1.[C:47](O)(=O)[C:48]([CH3:51])(C)[CH3:49].C12(P(C34CC5CC(CC(C5)C3)C4)CCCC)CC3CC(CC(C3)C1)C2.C([O-])([O-])=[O:80].[K+].[K+], predict the reaction product. The product is: [F:25][C:2]1([F:1])[CH2:3][CH2:4][N:5]([C:8]([C:10]2[N:11]=[C:12]([C:15]3[O:16][C:47]([C:48]([OH:80])([CH3:51])[CH3:49])=[N:18][N:17]=3)[S:13][C:14]=2[C:27]2[C:36]3[O:35][CH2:34][CH2:33][CH2:32][C:31]=3[C:30]([S:37]([NH:40][C@@H:41]([CH3:46])[C:42]([F:45])([F:44])[F:43])(=[O:39])=[O:38])=[CH:29][CH:28]=2)=[O:9])[CH2:6][CH2:7]1. (8) Given the reactants [F:1][C:2]1([F:11])[CH2:7][CH2:6][CH:5]([C:8]([NH2:10])=O)[CH2:4][CH2:3]1.[Li+].[BH4-], predict the reaction product. The product is: [F:1][C:2]1([F:11])[CH2:7][CH2:6][CH:5]([CH2:8][NH2:10])[CH2:4][CH2:3]1.